From a dataset of Reaction yield outcomes from USPTO patents with 853,638 reactions. Predict the reaction yield, written as a fraction of the theoretical maximum amount of product (1.0 means a 100% yield; for example, 0.34 means a 34% yield). (1) The reactants are NCC1C=NC=CC=1.Cl.Cl.[CH3:11][C:12]1[S:13][CH:14]=[C:15]([CH2:17][NH2:18])[N:16]=1.[F:19][C:20]1[CH:41]=[CH:40][C:23]([CH2:24][N:25]2[C:29](=[O:30])[N:28]([C:31]3[S:35][C:34]([C:36](O)=[O:37])=[C:33]([CH3:39])[CH:32]=3)[CH:27]=[N:26]2)=[CH:22][CH:21]=1. No catalyst specified. The product is [F:19][C:20]1[CH:41]=[CH:40][C:23]([CH2:24][N:25]2[C:29](=[O:30])[N:28]([C:31]3[S:35][C:34]([C:36]([NH:18][CH2:17][C:15]4[N:16]=[C:12]([CH3:11])[S:13][CH:14]=4)=[O:37])=[C:33]([CH3:39])[CH:32]=3)[CH:27]=[N:26]2)=[CH:22][CH:21]=1. The yield is 0.800. (2) The reactants are [F:1][C:2]1[CH:7]=[CH:6][C:5]([C:8]2[C:13]([C:14]([O:16][CH3:17])=[O:15])=[C:12]([CH:18]([CH3:20])[CH3:19])[N:11]=[C:10](OS(C3C=CC(C)=CC=3)(=O)=O)[N:9]=2)=[CH:4][CH:3]=1.[CH3:32][NH:33][S:34]([CH3:37])(=[O:36])=[O:35].C(=O)([O-])[O-].[K+].[K+].C1(C)C=CC=CC=1. The catalyst is [Br-].C([N+](CCCC)(CCCC)CCCC)CCC.CC(C)=O.O. The product is [F:1][C:2]1[CH:3]=[CH:4][C:5]([C:8]2[C:13]([C:14]([O:16][CH3:17])=[O:15])=[C:12]([CH:18]([CH3:20])[CH3:19])[N:11]=[C:10]([N:33]([CH3:32])[S:34]([CH3:37])(=[O:36])=[O:35])[N:9]=2)=[CH:6][CH:7]=1. The yield is 0.630. (3) The reactants are Br[C:2]1[N:10]([CH2:11][O:12][CH2:13][CH2:14][Si:15]([CH3:18])([CH3:17])[CH3:16])[C:9]2[C:8](=[O:19])[N:7]([CH3:20])[C:6](=[O:21])[N:5]([CH3:22])[C:4]=2[N:3]=1.[F:23][C:24]([F:33])([F:32])[C:25]1[CH:26]=[C:27]([CH:29]=[CH:30][CH:31]=1)[NH2:28].CC(C)([O-])C.[K+]. The catalyst is C1(C)C=CC=CC=1.C(OCC)(=O)C.C1C=CC(/C=C/C(/C=C/C2C=CC=CC=2)=O)=CC=1.C1C=CC(/C=C/C(/C=C/C2C=CC=CC=2)=O)=CC=1.C1C=CC(/C=C/C(/C=C/C2C=CC=CC=2)=O)=CC=1.[Pd].[Pd].CC(C1C=C(C(C)C)C(C2C=CC=CC=2P(C2CCCCC2)C2CCCCC2)=C(C(C)C)C=1)C. The product is [CH3:20][N:7]1[C:8](=[O:19])[C:9]2[N:10]([CH2:11][O:12][CH2:13][CH2:14][Si:15]([CH3:18])([CH3:17])[CH3:16])[C:2]([NH:28][C:27]3[CH:29]=[CH:30][CH:31]=[C:25]([C:24]([F:23])([F:32])[F:33])[CH:26]=3)=[N:3][C:4]=2[N:5]([CH3:22])[C:6]1=[O:21]. The yield is 0.716.